This data is from Full USPTO retrosynthesis dataset with 1.9M reactions from patents (1976-2016). The task is: Predict the reactants needed to synthesize the given product. Given the product [C:1]([Si:5]([CH3:7])([CH3:6])[O:8][C:9]1[C:10]([F:18])=[C:11]([CH:12]=[C:13]([O:15][CH2:16][CH3:17])[CH:14]=1)[CH:39]=[O:40])([CH3:4])([CH3:3])[CH3:2], predict the reactants needed to synthesize it. The reactants are: [C:1]([Si:5]([O:8][C:9]1[CH:14]=[C:13]([O:15][CH2:16][CH3:17])[CH:12]=[CH:11][C:10]=1[F:18])([CH3:7])[CH3:6])([CH3:4])([CH3:3])[CH3:2].CN(C)CCN(C)CCN(C)C.C([Li])CCC.CN([CH:39]=[O:40])C.